The task is: Predict which catalyst facilitates the given reaction.. This data is from Catalyst prediction with 721,799 reactions and 888 catalyst types from USPTO. (1) Reactant: [OH:1][CH2:2][CH2:3][CH2:4][NH:5][C:6](=[O:12])[O:7][C:8]([CH3:11])([CH3:10])[CH3:9].CC(OI1(OC(C)=O)(OC(C)=O)OC(=O)C2C=CC=CC1=2)=O.N1C=CC=CC=1. Product: [O:1]=[CH:2][CH2:3][CH2:4][NH:5][C:6](=[O:12])[O:7][C:8]([CH3:10])([CH3:9])[CH3:11]. The catalyst class is: 2. (2) Reactant: [H-].[Na+].S([NH:13][N:14]=[C:15]([CH2:17]P(OCC)(OCC)=O)[CH3:16])(C1C=CC(C)=CC=1)(=O)=O.[C:26]1([C:34]2[CH:39]=[CH:38][CH:37]=[CH:36][CH:35]=2)[CH:31]=[CH:30][C:29]([CH:32]=O)=[CH:28][CH:27]=1. Product: [C:26]1([C:34]2[CH:39]=[CH:38][CH:37]=[CH:36][CH:35]=2)[CH:31]=[CH:30][C:29]([C:32]2[NH:13][N:14]=[C:15]([CH3:17])[CH:16]=2)=[CH:28][CH:27]=1. The catalyst class is: 118.